From a dataset of Full USPTO retrosynthesis dataset with 1.9M reactions from patents (1976-2016). Predict the reactants needed to synthesize the given product. Given the product [CH3:14][O:15][C:16]1[CH:17]=[C:18]2[C:23]([N:22]([CH3:26])[C:21](=[O:27])[CH:20]3[CH2:7][CH:19]32)=[CH:24][CH:25]=1, predict the reactants needed to synthesize it. The reactants are: [I-].C[S+](C)(C)=O.[CH2:7]([Li])CCCCC.[CH3:14][O:15][C:16]1[CH:17]=[C:18]2[C:23](=[CH:24][CH:25]=1)[N:22]([CH3:26])[C:21](=[O:27])[CH:20]=[CH:19]2.